This data is from NCI-60 drug combinations with 297,098 pairs across 59 cell lines. The task is: Regression. Given two drug SMILES strings and cell line genomic features, predict the synergy score measuring deviation from expected non-interaction effect. (1) Drug 1: C1=NC2=C(N1)C(=S)N=C(N2)N. Drug 2: C1C(C(OC1N2C=NC3=C(N=C(N=C32)Cl)N)CO)O. Cell line: BT-549. Synergy scores: CSS=21.7, Synergy_ZIP=-4.41, Synergy_Bliss=-0.586, Synergy_Loewe=-6.63, Synergy_HSA=0.712. (2) Drug 1: CCC1=C2CN3C(=CC4=C(C3=O)COC(=O)C4(CC)O)C2=NC5=C1C=C(C=C5)O. Drug 2: CCC1(CC2CC(C3=C(CCN(C2)C1)C4=CC=CC=C4N3)(C5=C(C=C6C(=C5)C78CCN9C7C(C=CC9)(C(C(C8N6C)(C(=O)OC)O)OC(=O)C)CC)OC)C(=O)OC)O.OS(=O)(=O)O. Cell line: IGROV1. Synergy scores: CSS=21.2, Synergy_ZIP=-6.32, Synergy_Bliss=-3.57, Synergy_Loewe=-10.5, Synergy_HSA=-1.92. (3) Drug 1: N.N.Cl[Pt+2]Cl. Drug 2: CC1C(C(CC(O1)OC2CC(CC3=C2C(=C4C(=C3O)C(=O)C5=C(C4=O)C(=CC=C5)OC)O)(C(=O)CO)O)N)O.Cl. Cell line: SK-OV-3. Synergy scores: CSS=23.3, Synergy_ZIP=1.71, Synergy_Bliss=0.746, Synergy_Loewe=-27.2, Synergy_HSA=-2.91. (4) Cell line: IGROV1. Drug 1: C1CCN(CC1)CCOC2=CC=C(C=C2)C(=O)C3=C(SC4=C3C=CC(=C4)O)C5=CC=C(C=C5)O. Synergy scores: CSS=2.10, Synergy_ZIP=0.706, Synergy_Bliss=2.50, Synergy_Loewe=-0.0661, Synergy_HSA=-0.291. Drug 2: N.N.Cl[Pt+2]Cl. (5) Drug 1: C1=CC(=CC=C1CC(C(=O)O)N)N(CCCl)CCCl.Cl. Drug 2: C1CNP(=O)(OC1)N(CCCl)CCCl. Cell line: CCRF-CEM. Synergy scores: CSS=31.7, Synergy_ZIP=3.01, Synergy_Bliss=5.04, Synergy_Loewe=-48.2, Synergy_HSA=2.60. (6) Drug 1: CN(CCCl)CCCl.Cl. Drug 2: C(CC(=O)O)C(=O)CN.Cl. Cell line: A498. Synergy scores: CSS=6.82, Synergy_ZIP=-2.33, Synergy_Bliss=0.630, Synergy_Loewe=-0.323, Synergy_HSA=1.09.